This data is from Forward reaction prediction with 1.9M reactions from USPTO patents (1976-2016). The task is: Predict the product of the given reaction. (1) Given the reactants [O:1]1[C:5]2[CH:6]=[CH:7][CH:8]=[CH:9][C:4]=2[N:3]=[C:2]1[N:10]1[CH2:15][CH2:14][N:13]([C:16](=[N:38][C:39]#[N:40])[NH:17][C:18]2[CH:27]=[CH:26][CH:25]=[C:24]3[C:19]=2[CH2:20][CH2:21][N:22](C(OCC2C=CC=CC=2)=O)[CH2:23]3)[CH:12]([CH:41]([CH3:43])[CH3:42])[CH2:11]1, predict the reaction product. The product is: [O:1]1[C:5]2[CH:6]=[CH:7][CH:8]=[CH:9][C:4]=2[N:3]=[C:2]1[N:10]1[CH2:15][CH2:14][N:13]([C:16](=[N:38][C:39]#[N:40])[NH:17][C:18]2[CH:27]=[CH:26][CH:25]=[C:24]3[C:19]=2[CH2:20][CH2:21][NH:22][CH2:23]3)[CH:12]([CH:41]([CH3:43])[CH3:42])[CH2:11]1. (2) Given the reactants [F:1][C:2]1[C:11]2[C:6](=[CH:7][CH:8]=[CH:9][CH:10]=2)[CH:5]=[N:4][CH:3]=1.[N+:12]([O-])([O-:14])=[O:13].[K+], predict the reaction product. The product is: [F:1][C:2]1[C:11]2[C:6](=[CH:7][CH:8]=[CH:9][C:10]=2[N+:12]([O-:14])=[O:13])[CH:5]=[N:4][CH:3]=1. (3) Given the reactants C[O:2][C:3](=[O:23])[C@@H:4]([CH2:13][C:14]1[CH:19]=[C:18]([F:20])[C:17]([F:21])=[CH:16][C:15]=1[F:22])[NH:5][C:6]([O:8][C:9]([CH3:12])([CH3:11])[CH3:10])=[O:7].O1CCCC1.[OH-].[Li+].Cl, predict the reaction product. The product is: [C:9]([O:8][C:6]([NH:5][C@@H:4]([C:3]([OH:23])=[O:2])[CH2:13][C:14]1[CH:19]=[C:18]([F:20])[C:17]([F:21])=[CH:16][C:15]=1[F:22])=[O:7])([CH3:12])([CH3:10])[CH3:11]. (4) The product is: [CH3:61][O:62][C:63]([C:65]1[C:66]([C:74]2[CH:79]=[C:78]([F:80])[CH:77]=[CH:76][C:75]=2[O:81][CH3:82])=[CH:67][CH:68]=[C:69]([C:71](=[O:73])[CH3:72])[CH:70]=1)=[O:64].[CH3:83][O:84][C:85]([C:87]1[C:88]([C:98]2[CH:103]=[C:102]([F:104])[CH:101]=[CH:100][C:99]=2[O:105][CH3:106])=[CH:89][CH:90]=[C:91]([C:93](=[N:95][O:96][CH3:97])[CH3:94])[CH:92]=1)=[O:86].[CH2:83]([O:84][C:85]([C:87]1[C:88]([C:98]2[CH:103]=[C:102]([F:104])[CH:101]=[CH:100][C:99]=2[O:105][CH3:106])=[CH:89][CH:90]=[C:91]([CH:93]([NH2:95])[CH3:94])[CH:92]=1)=[O:86])[CH3:1]. Given the reactants [CH2:1](C1C=C(C(=O)C)C=CC=1C1C=C(F)C=CC=1OC)C=C.C(C1C=C(C(OC)=O)C(O)=CC=1)(=O)C.CON=C(C1C=CC(C2C=C(F)C=CC=2OC)=C(CCC)C=1OC)C.[CH3:61][O:62][C:63]([C:65]1[C:66]([C:74]2[CH:79]=[C:78]([F:80])[CH:77]=[CH:76][C:75]=2[O:81][CH3:82])=[CH:67][CH:68]=[C:69]([C:71](=[O:73])[CH3:72])[CH:70]=1)=[O:64].[CH3:83][O:84][C:85]([C:87]1[C:88]([C:98]2[CH:103]=[C:102]([F:104])[CH:101]=[CH:100][C:99]=2[O:105][CH3:106])=[CH:89][CH:90]=[C:91]([C:93](=[N:95][O:96][CH3:97])[CH3:94])[CH:92]=1)=[O:86].B, predict the reaction product.